From a dataset of Full USPTO retrosynthesis dataset with 1.9M reactions from patents (1976-2016). Predict the reactants needed to synthesize the given product. (1) The reactants are: Cl[CH2:2][CH2:3][CH2:4][S:5]([NH:8][C:9]1[CH:21]=[C:20]2[C:12]([C:13]3[CH:14]=[C:15]([C:25]4[C:26]([CH3:31])=[N:27][O:28][C:29]=4[CH3:30])[CH:16]=[C:17]([C:22]([NH2:24])=[O:23])[C:18]=3[NH:19]2)=[CH:11][CH:10]=1)(=[O:7])=[O:6].C(=O)([O-])[O-].[Cs+].[Cs+]. Given the product [CH3:31][C:26]1[C:25]([C:15]2[CH:16]=[C:17]([C:22]([NH2:24])=[O:23])[C:18]3[NH:19][C:20]4[C:12]([C:13]=3[CH:14]=2)=[CH:11][CH:10]=[C:9]([N:8]2[CH2:2][CH2:3][CH2:4][S:5]2(=[O:7])=[O:6])[CH:21]=4)=[C:29]([CH3:30])[O:28][N:27]=1, predict the reactants needed to synthesize it. (2) Given the product [OH:36][CH2:35][CH:13]1[CH2:12][NH:11][CH2:16][CH2:15][N:14]1[C:17]1[C:26]2[C:21](=[CH:22][C:23]([CH3:27])=[CH:24][CH:25]=2)[N:20]=[C:19]([C:28]2[CH:33]=[CH:32][CH:31]=[CH:30][C:29]=2[OH:34])[N:18]=1, predict the reactants needed to synthesize it. The reactants are: C(OC([N:11]1[CH2:16][CH2:15][N:14]([C:17]2[C:26]3[C:21](=[CH:22][C:23]([CH3:27])=[CH:24][CH:25]=3)[N:20]=[C:19]([C:28]3[CH:33]=[CH:32][CH:31]=[CH:30][C:29]=3[OH:34])[N:18]=2)[CH:13]([CH2:35][OH:36])[CH2:12]1)=O)C1C=CC=CC=1. (3) Given the product [CH3:1][O:2][C:3]1[CH:4]=[C:5]([C:12]2[CH:17]=[CH:16][C:15]([N+:18]([O-:20])=[O:19])=[CH:14][CH:13]=2)[CH:6]=[CH:7][C:8]=1[C:9]([NH:32][C@H:31]([C:30]([O:29][CH3:28])=[O:36])[CH:33]([CH3:35])[CH3:34])=[O:11], predict the reactants needed to synthesize it. The reactants are: [CH3:1][O:2][C:3]1[CH:4]=[C:5]([C:12]2[CH:17]=[CH:16][C:15]([N+:18]([O-:20])=[O:19])=[CH:14][CH:13]=2)[CH:6]=[CH:7][C:8]=1[C:9]([OH:11])=O.C(Cl)(=O)C(Cl)=O.Cl.[CH3:28][O:29][C:30](=[O:36])[C@H:31]([CH:33]([CH3:35])[CH3:34])[NH2:32].C(N(CC)CC)C. (4) Given the product [Cl:25][C:10]1[C:9]([C:12]2[CH:17]=[CH:16][CH:15]=[CH:14][CH:13]=2)=[N:8][N:7]=[C:6]2[N:2]([CH3:1])[N:3]=[C:4]([N:18]3[CH2:22][CH2:21][CH2:20][CH2:19]3)[C:5]=12, predict the reactants needed to synthesize it. The reactants are: [CH3:1][N:2]1[C:6]2[N:7]=[N:8][C:9]([C:12]3[CH:17]=[CH:16][CH:15]=[CH:14][CH:13]=3)=[C:10](O)[C:5]=2[C:4]([N:18]2[CH2:22][CH2:21][CH2:20][CH2:19]2)=[N:3]1.O=P(Cl)(Cl)[Cl:25]. (5) Given the product [OH:31][C@H:28]([C:27]#[C:26][C:9]#[C:10][C@H:11]([NH:21][C:22](=[O:24])[CH3:23])[CH2:12][CH2:13][CH2:14][CH2:15][CH2:16][CH2:17][CH2:18][CH2:19][CH3:20])[CH:29]=[CH2:30], predict the reactants needed to synthesize it. The reactants are: C(N)CCC.NO.Cl.[CH:9]#[C:10][C@H:11]([NH:21][C:22](=[O:24])[CH3:23])[CH2:12][CH2:13][CH2:14][CH2:15][CH2:16][CH2:17][CH2:18][CH2:19][CH3:20].Br[C:26]#[C:27][C@@H:28]([OH:31])[CH:29]=[CH2:30]. (6) Given the product [OH:12][C:2]1[C:7]([CH3:8])=[C:6]([CH3:9])[C:5]([Br:10])=[CH:4][N:3]=1, predict the reactants needed to synthesize it. The reactants are: N[C:2]1[C:7]([CH3:8])=[C:6]([CH3:9])[C:5]([Br:10])=[CH:4][N:3]=1.N([O-])=[O:12].[Na+]. (7) Given the product [CH:1]1([CH2:7][N:8]2[C:16]3[C:11](=[N:12][CH:13]=[C:14]([C:17]4[CH:18]=[CH:19][C:20]([CH2:23][C:24]([OH:26])=[O:25])=[CH:21][CH:22]=4)[N:15]=3)[NH:10][C:9]2=[O:28])[CH2:2][CH2:3][CH2:4][CH2:5][CH2:6]1, predict the reactants needed to synthesize it. The reactants are: [CH:1]1([CH2:7][N:8]2[C:16]3[C:11](=[N:12][CH:13]=[C:14]([C:17]4[CH:22]=[CH:21][C:20]([CH2:23][C:24]([O:26]C)=[O:25])=[CH:19][CH:18]=4)[N:15]=3)[NH:10][C:9]2=[O:28])[CH2:6][CH2:5][CH2:4][CH2:3][CH2:2]1.CC1(C)C(C)(C)OB(C2C=CC(CC(OC)=O)=CC=2)O1.P([O-])([O-])([O-])=O.[K+].[K+].[K+]. (8) Given the product [Cl:1][C:2]1[CH:7]=[CH:6][CH:5]=[C:4]([CH:8]2[CH2:10][CH2:9]2)[C:3]=1[C:11]([N:13]1[C:21]2[C:16](=[C:17]([F:22])[CH:18]=[CH:19][CH:20]=2)[C:15]([C:32]2[CH2:37][CH2:36][CH:35]([C:38]([O:40][C:41]([CH3:44])([CH3:43])[CH3:42])=[O:39])[CH2:34][CH:33]=2)=[N:14]1)=[O:12], predict the reactants needed to synthesize it. The reactants are: [Cl:1][C:2]1[CH:7]=[CH:6][CH:5]=[C:4]([CH:8]2[CH2:10][CH2:9]2)[C:3]=1[C:11]([N:13]1[C:21]2[C:16](=[C:17]([F:22])[CH:18]=[CH:19][CH:20]=2)[C:15](I)=[N:14]1)=[O:12].CC1(C)C(C)(C)OB([C:32]2[CH2:37][CH2:36][CH:35]([C:38]([O:40][C:41]([CH3:44])([CH3:43])[CH3:42])=[O:39])[CH2:34][CH:33]=2)O1.C(=O)([O-])[O-].[Na+].[Na+]. (9) Given the product [F:8][CH:9]([F:13])[C:10]([N:1]=[C:2]1[CH:7]=[CH:6][CH:5]=[CH:4][NH:3]1)=[O:11], predict the reactants needed to synthesize it. The reactants are: [NH2:1][C:2]1[CH:7]=[CH:6][CH:5]=[CH:4][N:3]=1.[F:8][CH:9]([F:13])[C:10](O)=[O:11].CCN=C=NCCCN(C)C.Cl.